Dataset: Forward reaction prediction with 1.9M reactions from USPTO patents (1976-2016). Task: Predict the product of the given reaction. (1) Given the reactants [N:1]1[CH:6]=[C:5]([C:7]([O:9]CC)=O)[CH:4]=[N:3][CH:2]=1.[OH-].[NH4+:13], predict the reaction product. The product is: [N:1]1[CH:6]=[C:5]([C:7]([NH2:13])=[O:9])[CH:4]=[N:3][CH:2]=1. (2) Given the reactants [Cl:1][C:2]1[C:3]([N:12]2[CH2:17][CH2:16][N:15]([CH2:18][CH:19]([CH3:21])[CH3:20])[CH2:14][CH2:13]2)=[C:4]([N+:9]([O-])=O)[C:5]([NH2:8])=[N:6][CH:7]=1.[CH3:22][O:23][C:24]1[CH:31]=[CH:30][C:27]([CH:28]=O)=[CH:26][CH:25]=1.[O-]S(S([O-])=O)=O.[Na+].[Na+], predict the reaction product. The product is: [Cl:1][C:2]1[C:3]([N:12]2[CH2:17][CH2:16][N:15]([CH2:18][CH:19]([CH3:21])[CH3:20])[CH2:14][CH2:13]2)=[C:4]2[N:9]=[C:28]([C:27]3[CH:30]=[CH:31][C:24]([O:23][CH3:22])=[CH:25][CH:26]=3)[NH:8][C:5]2=[N:6][CH:7]=1. (3) Given the reactants [F:1][C:2]1[C:3]([O:21][CH3:22])=[C:4]([C@H:9]([CH2:19][CH3:20])[CH2:10][C@:11]([OH:18])([C:14]([F:17])([F:16])[F:15])[CH:12]=O)[CH:5]=[CH:6][C:7]=1[F:8].[NH2:23][C:24]1[CH:33]=[CH:32][CH:31]=[C:30]2[C:25]=1[CH:26]=[N:27][C:28]([CH3:34])=[N:29]2.C(O)(=O)C.O, predict the reaction product. The product is: [F:1][C:2]1[C:3]([O:21][CH3:22])=[C:4]([C@H:9]([CH2:19][CH3:20])[CH2:10][C@@:11]([C:14]([F:16])([F:15])[F:17])([OH:18])[CH:12]=[N:23][C:24]2[CH:33]=[CH:32][CH:31]=[C:30]3[C:25]=2[CH:26]=[N:27][C:28]([CH3:34])=[N:29]3)[CH:5]=[CH:6][C:7]=1[F:8]. (4) Given the reactants Br[C:2]1[S:6][C:5]([NH2:7])=[N:4][CH:3]=1.[CH3:8][O:9][C:10]1[CH:15]=[CH:14][C:13]([SH:16])=[CH:12][CH:11]=1.C([O-])([O-])=O.[K+].[K+], predict the reaction product. The product is: [CH3:8][O:9][C:10]1[CH:15]=[CH:14][C:13]([S:16][C:2]2[S:6][C:5]([NH2:7])=[N:4][CH:3]=2)=[CH:12][CH:11]=1. (5) Given the reactants [F:1][C:2]1[CH:3]=[C:4]([C:9](=[O:11])[CH3:10])[CH:5]=[C:6]([F:8])[CH:7]=1.[CH3:12][Mg]Br, predict the reaction product. The product is: [F:1][C:2]1[CH:3]=[C:4]([C:9]([OH:11])([CH3:12])[CH3:10])[CH:5]=[C:6]([F:8])[CH:7]=1. (6) Given the reactants [NH:1]1[C:9]2[C:4](=[CH:5][CH:6]=[CH:7][CH:8]=2)[C:3]([C:10]2[N:11]=[N:12][N:13]([C:15]3[CH:24]=[CH:23][C:18]([C:19]([O:21]C)=[O:20])=[C:17]([O:25][CH3:26])[CH:16]=3)[CH:14]=2)=[N:2]1.[OH-].[Na+], predict the reaction product. The product is: [NH:1]1[C:9]2[C:4](=[CH:5][CH:6]=[CH:7][CH:8]=2)[C:3]([C:10]2[N:11]=[N:12][N:13]([C:15]3[CH:24]=[CH:23][C:18]([C:19]([OH:21])=[O:20])=[C:17]([O:25][CH3:26])[CH:16]=3)[CH:14]=2)=[N:2]1. (7) Given the reactants CN(C)[CH:3]=[CH:4][C:5]([C:7]1[S:11][C:10]([N:12]=CN(C)C)=[N:9][C:8]=1[CH3:17])=O.[NH:19]([C:23]1[CH:28]=[CH:27][C:26]([S:29]([NH:32][CH2:33][CH2:34][OH:35])(=[O:31])=[O:30])=[CH:25][CH:24]=1)[C:20]([NH2:22])=[NH:21], predict the reaction product. The product is: [NH2:12][C:10]1[S:11][C:7]([C:5]2[CH:4]=[CH:3][N:22]=[C:20]([NH:19][C:23]3[CH:24]=[CH:25][C:26]([S:29]([NH:32][CH2:33][CH2:34][OH:35])(=[O:31])=[O:30])=[CH:27][CH:28]=3)[N:21]=2)=[C:8]([CH3:17])[N:9]=1. (8) Given the reactants [N+:1]([C:4]1[N:9]=[CH:8][C:7]([N:10]2[CH2:14][CH2:13][C@@H:12]([OH:15])[CH2:11]2)=[CH:6][CH:5]=1)([O-])=O, predict the reaction product. The product is: [NH2:1][C:4]1[N:9]=[CH:8][C:7]([N:10]2[CH2:14][CH2:13][C@@H:12]([OH:15])[CH2:11]2)=[CH:6][CH:5]=1.